Dataset: Tyrosyl-DNA phosphodiesterase HTS with 341,365 compounds. Task: Binary Classification. Given a drug SMILES string, predict its activity (active/inactive) in a high-throughput screening assay against a specified biological target. (1) The drug is O=C(Nc1cc(CC)ccc1)CCc1n(Cc2ccc(OC)cc2)c2ncccc2n1. The result is 0 (inactive). (2) The result is 0 (inactive). The drug is O1CCC(CC1)(CNC(=O)C(N(CC)CC)C)c1ccccc1.